Predict the product of the given reaction. From a dataset of Forward reaction prediction with 1.9M reactions from USPTO patents (1976-2016). (1) Given the reactants [Cl:1][C:2]1[CH:19]=[C:18]([O:20][CH2:21][CH2:22][CH2:23][CH2:24][CH3:25])[CH:17]=[CH:16][C:3]=1[CH2:4][N:5]1[C:9]2[CH:10]=[C:11]([OH:14])[CH:12]=[CH:13][C:8]=2[N:7]=[C:6]1[CH3:15].O1CCCC1.[H-].[Na+].Br[CH2:34][CH2:35][CH2:36][C:37]([O:39][CH2:40][CH3:41])=[O:38], predict the reaction product. The product is: [Cl:1][C:2]1[CH:19]=[C:18]([O:20][CH2:21][CH2:22][CH2:23][CH2:24][CH3:25])[CH:17]=[CH:16][C:3]=1[CH2:4][N:5]1[C:9]2[CH:10]=[C:11]([O:14][CH2:34][CH2:35][CH2:36][C:37]([O:39][CH2:40][CH3:41])=[O:38])[CH:12]=[CH:13][C:8]=2[N:7]=[C:6]1[CH3:15]. (2) Given the reactants Br[C:2]1[CH:3]=[C:4]([S:8]([NH:11][C:12]2[CH:17]=[CH:16][C:15]([O:18][C:19]3[CH:24]=[CH:23][CH:22]=[CH:21][CH:20]=3)=[CH:14][C:13]=2[S:25]([NH2:28])(=[O:27])=[O:26])(=[O:10])=[O:9])[CH:5]=[CH:6][CH:7]=1.[F:29][C:30]([F:42])([F:41])[O:31][C:32]1[CH:33]=[C:34](B(O)O)[CH:35]=[CH:36][CH:37]=1.C1(P(C2CCCCC2)C2CCCCC2)CCCCC1.P([O-])([O-])([O-])=O.[K+].[K+].[K+], predict the reaction product. The product is: [O:18]([C:15]1[CH:16]=[CH:17][C:12]([NH:11][S:8]([C:4]2[CH:5]=[CH:6][CH:7]=[C:2]([C:34]3[CH:35]=[CH:36][CH:37]=[C:32]([O:31][C:30]([F:29])([F:41])[F:42])[CH:33]=3)[CH:3]=2)(=[O:10])=[O:9])=[C:13]([S:25]([NH2:28])(=[O:27])=[O:26])[CH:14]=1)[C:19]1[CH:24]=[CH:23][CH:22]=[CH:21][CH:20]=1. (3) Given the reactants [N:1]([CH2:4][CH2:5][O:6][CH2:7][CH2:8][NH:9][C:10](=[O:16])[O:11][C:12]([CH3:15])([CH3:14])[CH3:13])=[N+]=[N-], predict the reaction product. The product is: [NH2:1][CH2:4][CH2:5][O:6][CH2:7][CH2:8][NH:9][C:10](=[O:16])[O:11][C:12]([CH3:14])([CH3:13])[CH3:15]. (4) The product is: [NH2:32][C@:16]12[CH2:28][CH2:27][C@@H:26]([C:29]([CH3:31])=[CH2:30])[C@@H:17]1[C@@H:18]1[C@@:13]([CH3:33])([CH2:14][CH2:15]2)[C@@:12]2([CH3:34])[C@@H:21]([C@:22]3([CH3:25])[C@@H:9]([CH2:10][CH2:11]2)[C:8]([CH3:35])([CH3:36])[C:7]([C:47]2[CH2:51][CH2:50][CH:49]([CH2:52][C:53]([O:55][CH3:56])=[O:54])[CH:48]=2)=[CH:24][CH2:23]3)[CH2:20][CH2:19]1. Given the reactants FC(F)(F)S(O[C:7]1[C:8]([CH3:36])([CH3:35])[C@H:9]2[C@:22]([CH3:25])([CH2:23][CH:24]=1)[C@@H:21]1[C@:12]([CH3:34])([C@@:13]3([CH3:33])[C@H:18]([CH2:19][CH2:20]1)[C@H:17]1[C@H:26]([C:29]([CH3:31])=[CH2:30])[CH2:27][CH2:28][C@:16]1([NH2:32])[CH2:15][CH2:14]3)[CH2:11][CH2:10]2)(=O)=O.CC1(C)C(C)(C)OB([C:47]2[CH2:51][CH2:50][CH:49]([CH2:52][C:53]([O:55][CH3:56])=[O:54])[CH:48]=2)O1, predict the reaction product. (5) Given the reactants [F-].C([N+](CCCC)(CCCC)CCCC)CCC.[C:19]1([CH2:25][O:26][C:27]2[CH:32]=[CH:31][C:30]([C:33]3[CH:34]=[C:35]4[C:39](=[CH:40][C:41]=3[C:42]3[CH:47]=[CH:46][C:45]([O:48][CH2:49][C:50]5[CH:55]=[CH:54][CH:53]=[CH:52][CH:51]=5)=[CH:44][CH:43]=3)[N:38](COCC[Si](C)(C)C)[N:37]=[C:36]4[NH:64][C:65](=[O:69])[CH2:66][CH2:67][CH3:68])=[CH:29][CH:28]=2)[CH:24]=[CH:23][CH:22]=[CH:21][CH:20]=1.C(OCC)(=O)C, predict the reaction product. The product is: [C:19]1([CH2:25][O:26][C:27]2[CH:32]=[CH:31][C:30]([C:33]3[CH:34]=[C:35]4[C:39](=[CH:40][C:41]=3[C:42]3[CH:47]=[CH:46][C:45]([O:48][CH2:49][C:50]5[CH:51]=[CH:52][CH:53]=[CH:54][CH:55]=5)=[CH:44][CH:43]=3)[NH:38][N:37]=[C:36]4[NH:64][C:65](=[O:69])[CH2:66][CH2:67][CH3:68])=[CH:29][CH:28]=2)[CH:20]=[CH:21][CH:22]=[CH:23][CH:24]=1.